From a dataset of Forward reaction prediction with 1.9M reactions from USPTO patents (1976-2016). Predict the product of the given reaction. (1) The product is: [N+:39]([C:42]1[CH:48]=[CH:47][C:45]([O:46][C:27]2[C:26]([F:33])=[C:25]([F:34])[C:24]([C:19]3[C:18]([F:35])=[C:17]([F:36])[C:16]([O:15][C:14]4[CH:37]=[CH:38][C:11]([C:9]([O:8][CH2:1][C:2]5[CH:7]=[CH:6][CH:5]=[CH:4][CH:3]=5)=[O:10])=[CH:12][CH:13]=4)=[C:21]([F:22])[C:20]=3[F:23])=[C:29]([F:30])[C:28]=2[F:31])=[CH:44][C:43]=1[O:49][CH2:50][C:51]1[CH:52]=[CH:53][CH:54]=[CH:55][CH:56]=1)([O-:41])=[O:40]. Given the reactants [CH2:1]([O:8][C:9]([C:11]1[CH:38]=[CH:37][C:14]([O:15][C:16]2[C:21]([F:22])=[C:20]([F:23])[C:19]([C:24]3[C:29]([F:30])=[C:28]([F:31])[C:27](F)=[C:26]([F:33])[C:25]=3[F:34])=[C:18]([F:35])[C:17]=2[F:36])=[CH:13][CH:12]=1)=[O:10])[C:2]1[CH:7]=[CH:6][CH:5]=[CH:4][CH:3]=1.[N+:39]([C:42]1[CH:48]=[CH:47][C:45]([O-:46])=[CH:44][C:43]=1[O:49][CH2:50][C:51]1[CH:56]=[CH:55][CH:54]=[CH:53][CH:52]=1)([O-:41])=[O:40].[K+], predict the reaction product. (2) Given the reactants [CH3:1][C:2]1[CH:3]=[C:4]([NH:16][C:17]2[C:27]3[CH:26]=[C:25]([C:28]([OH:30])=O)[CH2:24][CH2:23][NH:22][C:21]=3[N:20]=[CH:19][N:18]=2)[CH:5]=[CH:6][C:7]=1[O:8][C:9]1[CH:10]=[N:11][C:12]([CH3:15])=[CH:13][CH:14]=1.[NH:31]1[CH2:36][CH2:35][CH2:34][CH:33]([OH:37])[CH2:32]1.ON1C2C=CC=CC=2N=N1.Cl.C(N=C=NCCCN(C)C)C.CN(C)[CH:62]=[O:63], predict the reaction product. The product is: [CH:62]([O:37][CH:33]1[CH2:34][CH2:35][CH2:36][N:31]([C:28]([C:25]2[CH2:24][CH2:23][NH:22][C:21]3[N:20]=[CH:19][N:18]=[C:17]([NH:16][C:4]4[CH:5]=[CH:6][C:7]([O:8][C:9]5[CH:10]=[N:11][C:12]([CH3:15])=[CH:13][CH:14]=5)=[C:2]([CH3:1])[CH:3]=4)[C:27]=3[CH:26]=2)=[O:30])[CH2:32]1)=[O:63]. (3) Given the reactants Br[C:2]1[CH:3]=[C:4]([NH:8][C:9](=[O:16])[C:10]2[CH:15]=[CH:14][CH:13]=[CH:12][CH:11]=2)[CH:5]=[N:6][CH:7]=1.[F:17][C:18]([F:30])([F:29])[O:19][C:20]1[CH:25]=[CH:24][C:23](B(O)O)=[CH:22][CH:21]=1.C(=O)([O-])[O-].[K+].[K+].O, predict the reaction product. The product is: [F:17][C:18]([F:29])([F:30])[O:19][C:20]1[CH:25]=[CH:24][C:23]([C:2]2[CH:3]=[C:4]([NH:8][C:9]([C:10]3[CH:15]=[CH:14][CH:13]=[CH:12][CH:11]=3)=[O:16])[CH:5]=[N:6][CH:7]=2)=[CH:22][CH:21]=1. (4) Given the reactants [OH:1][N:2]1[C:6](=[O:7])[CH2:5][CH2:4][C:3]1=[O:8].[OH:9][C:10]([CH2:12][CH2:13][CH2:14][CH2:15][C@H:16]1[C@@H:24]2[C@@H:19]([NH:20][C:21]([NH:23]2)=[O:22])[CH2:18][S:17]1)=O.C1(N=C=NC2CCCCC2)CCCCC1, predict the reaction product. The product is: [CH2:5]1[C:6](=[O:7])[N:2]([O:1][C:10]([CH2:12][CH2:13][CH2:14][CH2:15][CH:16]2[S:17][CH2:18][CH:19]3[NH:20][C:21]([NH:23][CH:24]23)=[O:22])=[O:9])[C:3](=[O:8])[CH2:4]1. (5) Given the reactants [Br:1][C:2]1[CH:26]=[CH:25][C:5]([CH2:6][O:7][C:8]2[CH:13]=[CH:12][C:11]([C@@H:14]3[CH2:16][C@H:15]3[NH:17]C(=O)OC(C)(C)C)=[CH:10][CH:9]=2)=[CH:4][CH:3]=1.Cl.C([O-])([O-])=O.[Na+].[Na+], predict the reaction product. The product is: [Br:1][C:2]1[CH:3]=[CH:4][C:5]([CH2:6][O:7][C:8]2[CH:13]=[CH:12][C:11]([C@@H:14]3[CH2:16][C@H:15]3[NH2:17])=[CH:10][CH:9]=2)=[CH:25][CH:26]=1. (6) The product is: [C:18]([O:14][CH:8]([C:5]1[CH:6]=[CH:7][C:2]([Cl:1])=[C:3]([N+:15]([O-:17])=[O:16])[CH:4]=1)[C:9]([O:11][CH2:12][CH3:13])=[O:10])(=[O:20])[CH3:19]. Given the reactants [Cl:1][C:2]1[CH:7]=[CH:6][C:5]([CH:8]([OH:14])[C:9]([O:11][CH2:12][CH3:13])=[O:10])=[CH:4][C:3]=1[N+:15]([O-:17])=[O:16].[C:18](OC(=O)C)(=[O:20])[CH3:19], predict the reaction product.